Dataset: Full USPTO retrosynthesis dataset with 1.9M reactions from patents (1976-2016). Task: Predict the reactants needed to synthesize the given product. (1) Given the product [CH3:41][O:42][CH2:43][CH2:44][O:45][CH2:46][C:28]([CH2:27][C:22]1([C:20]([NH:19][C@H:10]2[CH2:11][CH2:12][C:13]3[CH:18]=[CH:17][CH:16]=[CH:15][C:14]=3[N:8]([CH2:7][C:6]([O:5][C:1]([CH3:2])([CH3:4])[CH3:3])=[O:40])[C:9]2=[O:39])=[O:21])[CH2:26][CH2:25][CH2:24][CH2:23]1)([CH2:32][C:33]([NH:35][CH:36]([CH3:37])[CH3:38])=[O:34])[C:29]([OH:31])=[O:30], predict the reactants needed to synthesize it. The reactants are: [C:1]([O:5][C:6](=[O:40])[CH2:7][N:8]1[C:14]2[CH:15]=[CH:16][CH:17]=[CH:18][C:13]=2[CH2:12][CH2:11][C@H:10]([NH:19][C:20]([C:22]2([CH2:27][CH:28]([CH2:32][C:33]([NH:35][CH:36]([CH3:38])[CH3:37])=[O:34])[C:29]([OH:31])=[O:30])[CH2:26][CH2:25][CH2:24][CH2:23]2)=[O:21])[C:9]1=[O:39])([CH3:4])([CH3:3])[CH3:2].[CH3:41][O:42][CH2:43][CH2:44][O:45][CH2:46]Cl.C(N(CC)CC)C. (2) Given the product [F:1][C:2]1[CH:22]=[C:21]([S:23]([CH3:26])(=[O:24])=[O:25])[CH:20]=[CH:19][C:3]=1[O:4][C:5]1[N:6]=[CH:7][N:8]=[C:9]([O:12][CH:13]2[CH2:18][CH2:17][N:16]([C:32](=[O:33])[CH2:31][CH2:30][CH2:29][CH:28]([CH3:35])[CH3:27])[CH2:15][CH2:14]2)[C:10]=1[CH3:11], predict the reactants needed to synthesize it. The reactants are: [F:1][C:2]1[CH:22]=[C:21]([S:23]([CH3:26])(=[O:25])=[O:24])[CH:20]=[CH:19][C:3]=1[O:4][C:5]1[C:10]([CH3:11])=[C:9]([O:12][CH:13]2[CH2:18][CH2:17][NH:16][CH2:15][CH2:14]2)[N:8]=[CH:7][N:6]=1.[CH3:27][CH:28]([CH3:35])[CH2:29][CH2:30][CH2:31][C:32](O)=[O:33].CN(C(ON1N=NC2C=CC=NC1=2)=[N+](C)C)C.F[P-](F)(F)(F)(F)F.C(N(CC)CC)C. (3) Given the product [Cl:25][C:26]1[N:30]=[C:29]([N:22]2[CH2:23][CH2:24][CH:19]([N:5]([CH:2]3[CH2:4][CH2:3]3)[C:6](=[O:18])[C:7]3[CH:8]=[CH:9][C:10]([C:13]4[O:17][CH:16]=[N:15][CH:14]=4)=[CH:11][CH:12]=3)[CH2:20][CH2:21]2)[S:28][N:27]=1, predict the reactants needed to synthesize it. The reactants are: Cl.[CH:2]1([N:5]([CH:19]2[CH2:24][CH2:23][NH:22][CH2:21][CH2:20]2)[C:6](=[O:18])[C:7]2[CH:12]=[CH:11][C:10]([C:13]3[O:17][CH:16]=[N:15][CH:14]=3)=[CH:9][CH:8]=2)[CH2:4][CH2:3]1.[Cl:25][C:26]1[N:30]=[C:29](Cl)[S:28][N:27]=1.C(N(CC)CC)C. (4) Given the product [Cl:6][C:7]1[C:2]([C:1]([O:4][CH2:15][CH3:16])=[O:3])=[N:11][CH:10]=[C:9]([OH:14])[CH:8]=1, predict the reactants needed to synthesize it. The reactants are: [C:1]([O-:4])(=[O:3])[CH3:2].[Na+].[Cl:6][C:7]1[CH:8]=[C:9]([OH:14])[CH:10]=[N:11]C=1Cl.[CH3:15][CH2:16]O. (5) Given the product [CH3:10][C:11]1([CH3:37])[C:20]2[C:15](=[CH:16][CH:17]=[C:18]([C:21]([NH:9][S:6]([CH:3]3[CH2:5][CH2:4]3)(=[O:8])=[O:7])=[O:22])[CH:19]=2)[NH:14][CH:13]([C:24]2[CH:29]=[C:28]([N:30]3[CH2:35][CH2:34][O:33][CH2:32][CH2:31]3)[CH:27]=[CH:26][C:25]=2[CH3:36])[CH2:12]1, predict the reactants needed to synthesize it. The reactants are: [H-].[Na+].[CH:3]1([S:6]([NH2:9])(=[O:8])=[O:7])[CH2:5][CH2:4]1.[CH3:10][C:11]1([CH3:37])[C:20]2[C:15](=[CH:16][CH:17]=[C:18]([C:21](O)=[O:22])[CH:19]=2)[NH:14][CH:13]([C:24]2[CH:29]=[C:28]([N:30]3[CH2:35][CH2:34][O:33][CH2:32][CH2:31]3)[CH:27]=[CH:26][C:25]=2[CH3:36])[CH2:12]1.C(N1C=CN=C1)(N1C=CN=C1)=O. (6) Given the product [N:1]1[NH:2][C:3]2[CH:4]=[CH:5][CH:6]=[C:7]3[CH2:13][CH2:12][C:11]4[C:14]([NH:18][C:22]([CH:19]5[CH2:21][CH2:20]5)=[O:23])=[CH:15][CH:16]=[CH:17][C:10]=4[C:9]=1[C:8]=23, predict the reactants needed to synthesize it. The reactants are: [N:1]1[NH:2][C:3]2[CH:4]=[CH:5][CH:6]=[C:7]3[CH2:13][CH2:12][C:11]4=[C:14]([NH2:18])[CH:15]=[CH:16][CH:17]=[C:10]4[C:9]=1[C:8]=23.[CH:19]1([C:22](O)=[O:23])[CH2:21][CH2:20]1. (7) Given the product [S:35]([OH:39])([OH:38])(=[O:37])=[O:36].[CH2:30]([N:3]([CH2:1][CH3:2])[CH2:4][CH2:5][NH:6][C:7]([C:9]1[C:17]2[CH2:16][CH2:15][CH2:14]/[C:13](=[C:18]3/[C:19](=[O:28])[NH:20][C:21]4[C:26]/3=[CH:25][C:24]([F:27])=[CH:23][CH:22]=4)/[C:12]=2[NH:11][C:10]=1[CH3:29])=[O:8])[CH3:31], predict the reactants needed to synthesize it. The reactants are: [CH2:1]([N:3]([CH2:30][CH3:31])[CH2:4][CH2:5][NH:6][C:7]([C:9]1[C:17]2[CH2:16][CH2:15][CH2:14]/[C:13](=[C:18]3/[C:19](=[O:28])[NH:20][C:21]4[C:26]/3=[CH:25][C:24]([F:27])=[CH:23][CH:22]=4)/[C:12]=2[NH:11][C:10]=1[CH3:29])=[O:8])[CH3:2].C(#N)C.[S:35](=[O:39])(=[O:38])([OH:37])[OH:36].